Dataset: Catalyst prediction with 721,799 reactions and 888 catalyst types from USPTO. Task: Predict which catalyst facilitates the given reaction. (1) Reactant: [NH2:1][C:2]1[C:3]([CH3:8])=[CH:4][CH:5]=[CH:6][CH:7]=1.[C:9](Cl)(=[O:13])[CH2:10][CH2:11][CH3:12].CO. Product: [CH3:8][C:3]1[CH:4]=[CH:5][CH:6]=[CH:7][C:2]=1[NH:1][C:9](=[O:13])[CH2:10][CH2:11][CH3:12]. The catalyst class is: 11. (2) Reactant: [H-].[Na+].[F:3][C:4]([F:11])([C:7]([F:10])([F:9])[F:8])[CH2:5][OH:6].Cl[C:13]1[CH:18]=[CH:17][N:16]=[C:15]([C:19]#[N:20])[CH:14]=1.[Cl-].[Na+]. Product: [F:3][C:4]([F:11])([C:7]([F:10])([F:9])[F:8])[CH2:5][O:6][C:13]1[CH:18]=[CH:17][N:16]=[C:15]([C:19]#[N:20])[CH:14]=1. The catalyst class is: 9.